Dataset: Full USPTO retrosynthesis dataset with 1.9M reactions from patents (1976-2016). Task: Predict the reactants needed to synthesize the given product. (1) Given the product [C:13]([CH2:14][O:11][C:10](=[O:12])[CH2:9][NH:8][C:1]([O:3][C:4]([CH3:6])([CH3:7])[CH3:5])=[O:2])#[N:15], predict the reactants needed to synthesize it. The reactants are: [C:1]([NH:8][CH2:9][C:10]([OH:12])=[O:11])([O:3][C:4]([CH3:7])([CH3:6])[CH3:5])=[O:2].[CH2:13]([N:15](CC)CC)[CH3:14].BrCC#N. (2) Given the product [NH2:36][C:40]1[CH:41]=[CH:42][CH:43]=[CH:44][C:39]=1[NH:38][C:4](=[O:6])[C:3]1[CH:7]=[C:8]([N:11]2[CH2:16][CH2:15][N:14]([CH2:17][CH2:18][N:19]([CH3:21])[CH3:20])[CH2:13][CH2:12]2)[CH:9]=[CH:10][C:2]=1[Cl:1], predict the reactants needed to synthesize it. The reactants are: [Cl:1][C:2]1[CH:10]=[CH:9][C:8]([N:11]2[CH2:16][CH2:15][N:14]([CH2:17][CH2:18][N:19]([CH3:21])[CH3:20])[CH2:13][CH2:12]2)=[CH:7][C:3]=1[C:4]([OH:6])=O.Cl.CN(C)CCCN=C=NCC.O.O[N:36]1[C:40]2[CH:41]=[CH:42][CH:43]=[CH:44][C:39]=2[N:38]=N1.C1(N)C=CC=CC=1N. (3) Given the product [F:1][C:2]1[CH:10]=[C:9]([F:11])[C:8]([F:12])=[CH:7][C:3]=1[C:4]([NH:24][C@@H:22]([CH3:23])[C:21]([F:26])([F:25])[F:20])=[O:6], predict the reactants needed to synthesize it. The reactants are: [F:1][C:2]1[CH:10]=[C:9]([F:11])[C:8]([F:12])=[CH:7][C:3]=1[C:4]([OH:6])=O.C(Cl)(=O)C(Cl)=O.Cl.[F:20][C:21]([F:26])([F:25])[C@@H:22]([NH2:24])[CH3:23].[OH-].[Na+]. (4) Given the product [OH:21][C:18]1[CH:17]=[CH:16][C:15]([C@H:12]2[CH2:13][CH2:14][C@H:9]([NH2:8])[CH2:10][CH2:11]2)=[CH:20][CH:19]=1, predict the reactants needed to synthesize it. The reactants are: C([NH:8][C@H:9]1[CH2:14][CH2:13][C@H:12]([C:15]2[CH:20]=[CH:19][C:18]([OH:21])=[CH:17][CH:16]=2)[CH2:11][CH2:10]1)C1C=CC=CC=1.C. (5) Given the product [Br:28][C:13]1[C:8]([CH2:7][N:4]2[CH2:5][CH2:6][O:1][CH2:2][CH2:3]2)=[N:9][C:10]2[N:11]([N:15]=[CH:16][C:17]=2[C:18]2[CH:19]=[N:20][C:21]3[C:26]([CH:27]=2)=[CH:25][CH:24]=[CH:23][CH:22]=3)[C:12]=1[NH2:14], predict the reactants needed to synthesize it. The reactants are: [O:1]1[CH2:6][CH2:5][N:4]([CH2:7][C:8]2[CH:13]=[C:12]([NH2:14])[N:11]3[N:15]=[CH:16][C:17]([C:18]4[CH:19]=[N:20][C:21]5[C:26]([CH:27]=4)=[CH:25][CH:24]=[CH:23][CH:22]=5)=[C:10]3[N:9]=2)[CH2:3][CH2:2]1.[Br:28]N1C(=O)CCC1=O. (6) The reactants are: C([Li])CCC.[CH3:6][Si:7]([C:10]#[CH:11])([CH3:9])[CH3:8].CN1CCCN(C)C1=O.I[CH2:22][CH2:23][CH2:24][CH2:25][C:26]1[CH:31]=[CH:30][C:29]([O:32][CH3:33])=[CH:28][CH:27]=1.[Cl-].[NH4+]. Given the product [CH3:33][O:32][C:29]1[CH:30]=[CH:31][C:26]([CH2:25][CH2:24][CH2:23][CH2:22][C:11]#[C:10][Si:7]([CH3:9])([CH3:8])[CH3:6])=[CH:27][CH:28]=1, predict the reactants needed to synthesize it. (7) Given the product [Cl:26][C:27]1[S:31][C:30]([S:32]([N:35]2[CH2:39][CH2:38][CH:37]([OH:40])[CH2:36]2)(=[O:34])=[O:33])=[CH:29][C:28]=1[NH:41][C:12]([C:11]1[CH:10]=[N:9][N:8]2[C:3]([CH:2]([F:1])[F:25])=[CH:4][C:5]([C:15]3[CH:16]=[CH:17][C:18]([C:21]([F:22])([F:23])[F:24])=[CH:19][CH:20]=3)=[N:6][C:7]=12)=[O:14], predict the reactants needed to synthesize it. The reactants are: [F:1][CH:2]([F:25])[C:3]1[N:8]2[N:9]=[CH:10][C:11]([C:12]([OH:14])=O)=[C:7]2[N:6]=[C:5]([C:15]2[CH:20]=[CH:19][C:18]([C:21]([F:24])([F:23])[F:22])=[CH:17][CH:16]=2)[CH:4]=1.[Cl:26][C:27]1[S:31][C:30]([S:32]([N:35]2[CH2:39][CH2:38][CH:37]([OH:40])[CH2:36]2)(=[O:34])=[O:33])=[CH:29][C:28]=1[N+:41]([O-])=O. (8) The reactants are: [C:1]([O:4][CH2:5][C:6]1([C:9]2[CH:14]=[CH:13][C:12]([C:15]3[N:20]=[C:19]4[NH:21][C:22](=O)[CH2:23][C:18]4=[CH:17][CH:16]=3)=[CH:11][CH:10]=2)[CH2:8][CH2:7]1)(=[O:3])[CH3:2].CN(C)C1C=CC=CC=1.P(Cl)(Cl)([Cl:36])=O. Given the product [C:1]([O:4][CH2:5][C:6]1([C:9]2[CH:14]=[CH:13][C:12]([C:15]3[N:20]=[C:19]4[NH:21][C:22]([Cl:36])=[CH:23][C:18]4=[CH:17][CH:16]=3)=[CH:11][CH:10]=2)[CH2:8][CH2:7]1)(=[O:3])[CH3:2], predict the reactants needed to synthesize it. (9) Given the product [NH2:15][C:12]1[CH:13]=[CH:14][C:6]2[O:5][CH:4]([CH:2]3[CH2:3][CH2:1]3)[C:9](=[O:10])[NH:8][C:7]=2[CH:11]=1, predict the reactants needed to synthesize it. The reactants are: [CH2:1]1[CH2:3][CH:2]1[CH:4]1[C:9](=[O:10])[NH:8][C:7]2[CH:11]=[C:12]([N+:15]([O-])=O)[CH:13]=[CH:14][C:6]=2[O:5]1.[Cl-].[NH4+]. (10) Given the product [F:1][C:2]1[CH:7]=[C:6]([F:8])[CH:5]=[CH:4][C:3]=1[CH:9]([N:11]([CH2:12][C:13]1[NH:14][C:15](=[O:23])[C:16]2[CH2:22][O:21][CH2:20][CH2:19][C:17]=2[N:18]=1)[C:38](=[O:39])[CH2:37][N:34]1[CH2:35][CH2:36][CH:31]([C:29](=[O:30])[C:28]2[CH:27]=[CH:26][C:25]([F:24])=[CH:42][CH:41]=2)[CH2:32][CH2:33]1)[CH3:10], predict the reactants needed to synthesize it. The reactants are: [F:1][C:2]1[CH:7]=[C:6]([F:8])[CH:5]=[CH:4][C:3]=1[CH:9]([NH:11][CH2:12][C:13]1[NH:14][C:15](=[O:23])[C:16]2[CH2:22][O:21][CH2:20][CH2:19][C:17]=2[N:18]=1)[CH3:10].[F:24][C:25]1[CH:42]=[CH:41][C:28]([C:29]([CH:31]2[CH2:36][CH2:35][N:34]([CH2:37][C:38](O)=[O:39])[CH2:33][CH2:32]2)=[O:30])=[CH:27][CH:26]=1.